Dataset: Peptide-MHC class I binding affinity with 185,985 pairs from IEDB/IMGT. Task: Regression. Given a peptide amino acid sequence and an MHC pseudo amino acid sequence, predict their binding affinity value. This is MHC class I binding data. (1) The peptide sequence is ERLKARGSL. The MHC is HLA-B14:02 with pseudo-sequence HLA-B14:02. The binding affinity (normalized) is 0.337. (2) The peptide sequence is FYLPNIVDY. The MHC is HLA-A03:01 with pseudo-sequence HLA-A03:01. The binding affinity (normalized) is 0.0847. (3) The peptide sequence is WQIEYIHF. The MHC is Mamu-B52 with pseudo-sequence Mamu-B52. The binding affinity (normalized) is 0.351. (4) The peptide sequence is KTRLFRSPQV. The MHC is HLA-A68:02 with pseudo-sequence HLA-A68:02. The binding affinity (normalized) is 0.193. (5) The peptide sequence is EKRHRILDMYM. The MHC is Mamu-B08 with pseudo-sequence Mamu-B08. The binding affinity (normalized) is 0.335. (6) The peptide sequence is AMTYKLAIDM. The MHC is Mamu-A01 with pseudo-sequence Mamu-A01. The binding affinity (normalized) is 0.139.